This data is from Full USPTO retrosynthesis dataset with 1.9M reactions from patents (1976-2016). The task is: Predict the reactants needed to synthesize the given product. (1) Given the product [ClH:9].[NH2:41][C:33]1[O:34][CH2:35][C@:36]2([F:40])[CH2:37][O:38][CH2:39][C@:31]2([C:29]2[CH:30]=[C:25]([NH:24][C:20]([C:17]3[C:16]([F:23])=[CH:15][C:14]([C:12]#[N:13])=[CH:19][N:18]=3)=[O:22])[CH:26]=[CH:27][C:28]=2[F:42])[N:32]=1, predict the reactants needed to synthesize it. The reactants are: CN(C)C=O.C(Cl)(=O)C([Cl:9])=O.[C:12]([C:14]1[CH:15]=[C:16]([F:23])[C:17]([C:20]([OH:22])=O)=[N:18][CH:19]=1)#[N:13].[NH2:24][C:25]1[CH:26]=[CH:27][C:28]([F:42])=[C:29]([C@:31]23[CH2:39][O:38][CH2:37][C@@:36]2([F:40])[CH2:35][O:34][C:33]([NH2:41])=[N:32]3)[CH:30]=1. (2) Given the product [O:14]=[C:13]([C:15]1[CH:20]=[CH:19][C:18]([CH3:21])=[CH:17][CH:16]=1)[CH2:12][N:1]1[CH2:6][CH2:5][CH2:4][CH2:3][C:2]1=[N:7][C:8]#[N:9], predict the reactants needed to synthesize it. The reactants are: [NH:1]1[CH2:6][CH2:5][CH2:4][CH2:3][C:2]1=[N:7][C:8]#[N:9].[K].Br[CH2:12][C:13]([C:15]1[CH:20]=[CH:19][C:18]([CH3:21])=[CH:17][CH:16]=1)=[O:14]. (3) Given the product [NH2:39][C:37](=[O:38])[CH2:36][C:20]1([NH:19][C:15]([C:7]2[CH:6]=[CH:5][C:4]([CH:1]3[CH2:2][CH2:3]3)=[C:9]([O:10][CH2:11][CH:12]3[CH2:13][CH2:14]3)[N:8]=2)=[O:17])[CH2:21][CH2:22][N:23]([C:26]([O:28][CH2:29][C:30]2[CH:35]=[CH:34][CH:33]=[CH:32][CH:31]=2)=[O:27])[CH2:24][CH2:25]1, predict the reactants needed to synthesize it. The reactants are: [CH:1]1([C:4]2[CH:5]=[CH:6][C:7]([C:15]([OH:17])=O)=[N:8][C:9]=2[O:10][CH2:11][CH:12]2[CH2:14][CH2:13]2)[CH2:3][CH2:2]1.Cl.[NH2:19][C:20]1([CH2:36][C:37]([NH2:39])=[O:38])[CH2:25][CH2:24][N:23]([C:26]([O:28][CH2:29][C:30]2[CH:35]=[CH:34][CH:33]=[CH:32][CH:31]=2)=[O:27])[CH2:22][CH2:21]1.F[B-](F)(F)F.BrC1C=CC=C[N+]=1CC.CCN(C(C)C)C(C)C.Cl. (4) Given the product [CH2:30]([C@H:12]1[CH2:13][C@H:14]([C:23]2[CH:28]=[CH:27][CH:26]=[C:25]([Cl:29])[CH:24]=2)[C@@H:15]([C:16]2[CH:21]=[CH:20][C:19]([Cl:22])=[CH:18][CH:17]=2)[N:10]([C@H:7]([C:6]2[O:3][C:1]([CH3:2])=[N:4][N:5]=2)[CH2:8][CH3:9])[C:11]1=[O:33])[CH:31]=[CH2:32], predict the reactants needed to synthesize it. The reactants are: [C:1]([NH:4][NH:5][C:6](=O)[C@@H:7]([N:10]1[C@H:15]([C:16]2[CH:21]=[CH:20][C:19]([Cl:22])=[CH:18][CH:17]=2)[C@@H:14]([C:23]2[CH:28]=[CH:27][CH:26]=[C:25]([Cl:29])[CH:24]=2)[CH2:13][C@H:12]([CH2:30][CH:31]=[CH2:32])[C:11]1=[O:33])[CH2:8][CH3:9])(=[O:3])[CH3:2].CC[N+](S(N=C(OC)[O-])(=O)=O)(CC)CC. (5) Given the product [Cl:1][C:2]1[C:3]([N:21]2[CH2:26][CH2:25][CH:24]([C:27]([NH:42][S:39]([CH2:38][C:32]3[CH:33]=[CH:34][C:35]([F:37])=[CH:36][C:31]=3[F:30])(=[O:40])=[O:41])=[O:28])[CH2:23][CH2:22]2)=[N:4][C:5]([CH2:14][N:15]2[CH2:19][CH2:18][CH2:17][C:16]2=[O:20])=[C:6]([C:8](=[O:13])[CH2:9][CH2:10][CH2:11][CH3:12])[CH:7]=1, predict the reactants needed to synthesize it. The reactants are: [Cl:1][C:2]1[C:3]([N:21]2[CH2:26][CH2:25][CH:24]([C:27](O)=[O:28])[CH2:23][CH2:22]2)=[N:4][C:5]([CH2:14][N:15]2[CH2:19][CH2:18][CH2:17][C:16]2=[O:20])=[C:6]([C:8](=[O:13])[CH2:9][CH2:10][CH2:11][CH3:12])[CH:7]=1.[F:30][C:31]1[CH:36]=[C:35]([F:37])[CH:34]=[CH:33][C:32]=1[CH2:38][S:39]([NH2:42])(=[O:41])=[O:40]. (6) Given the product [CH2:52]([O:54][C:55](=[O:61])[CH2:56][CH2:57][NH:58][C:59]([NH:50][C:48]1[S:49][C:45]([C:37]2[CH:38]=[CH:39][C:40]([S:41]([CH3:44])(=[O:43])=[O:42])=[C:35]([N:30]3[CH:34]=[CH:33][N:32]=[CH:31]3)[CH:36]=2)=[C:46]([CH3:51])[N:47]=1)=[O:60])[CH3:53], predict the reactants needed to synthesize it. The reactants are: C(OC(=O)CCCNC(NC1SC(C2C=CC(S(C)(=O)=O)=C(F)C=2)=C(C)N=1)=O)C.[N:30]1([C:35]2[CH:36]=[C:37]([C:45]3[S:49][C:48]([NH2:50])=[N:47][C:46]=3[CH3:51])[CH:38]=[CH:39][C:40]=2[S:41]([CH3:44])(=[O:43])=[O:42])[CH:34]=[CH:33][N:32]=[CH:31]1.[CH2:52]([O:54][C:55](=[O:61])[CH2:56][CH2:57][N:58]=[C:59]=[O:60])[CH3:53].